Task: Predict the reactants needed to synthesize the given product.. Dataset: Full USPTO retrosynthesis dataset with 1.9M reactions from patents (1976-2016) (1) Given the product [Br:24][C:12]1[N:9]2[C:10]3[C:5]([N:6]=[C:7]([CH3:16])[C:8]2=[C:14]([CH3:15])[N:13]=1)=[CH:4][CH:3]=[C:2]([F:1])[CH:11]=3, predict the reactants needed to synthesize it. The reactants are: [F:1][C:2]1[CH:11]=[C:10]2[C:5]([N:6]=[C:7]([CH3:16])[C:8]3[N:9]2[CH:12]=[N:13][C:14]=3[CH3:15])=[CH:4][CH:3]=1.C1C(=O)N([Br:24])C(=O)C1. (2) The reactants are: Br[C:2]1[CH:3]=[C:4]2[C:8](=[CH:9][CH:10]=1)[NH:7][C:6]([C:11]1[CH:16]=[CH:15][CH:14]=[CH:13][C:12]=1[O:17][CH3:18])=[CH:5]2.[B:19]1([B:19]2[O:23][C:22]([CH3:25])([CH3:24])[C:21]([CH3:27])([CH3:26])[O:20]2)[O:23][C:22]([CH3:25])([CH3:24])[C:21]([CH3:27])([CH3:26])[O:20]1.C([O-])(=O)C.[K+].C(OCC)(=O)C.CCCCCC. Given the product [CH3:18][O:17][C:12]1[CH:13]=[CH:14][CH:15]=[CH:16][C:11]=1[C:6]1[NH:7][C:8]2[C:4]([CH:5]=1)=[CH:3][C:2]([B:19]1[O:23][C:22]([CH3:25])([CH3:24])[C:21]([CH3:27])([CH3:26])[O:20]1)=[CH:10][CH:9]=2, predict the reactants needed to synthesize it. (3) Given the product [CH3:13][O:14][CH2:15][CH2:16][NH:17][S:2]([CH3:1])(=[O:4])=[O:3], predict the reactants needed to synthesize it. The reactants are: [CH3:1][S:2](Cl)(=[O:4])=[O:3].C(N(CC)CC)C.[CH3:13][O:14][CH2:15][CH2:16][NH2:17]. (4) Given the product [ClH:23].[CH3:22][C:21]1[C:17]2[O:16][N:15]=[C:14]([CH:11]3[CH2:12][CH2:13][NH:8][CH2:9][CH2:10]3)[C:18]=2[S:19][CH:20]=1, predict the reactants needed to synthesize it. The reactants are: C(OC([N:8]1[CH2:13][CH2:12][CH:11]([C:14]2[C:18]3[S:19][CH:20]=[C:21]([CH3:22])[C:17]=3[O:16][N:15]=2)[CH2:10][CH2:9]1)=O)(C)(C)C.[ClH:23]. (5) Given the product [Cl:23][C:15]1[CH:14]=[C:13]([O:24][CH3:25])[C:12]([Cl:9])=[C:21]2[C:16]=1[CH2:17][CH2:18][NH:19][C:20]2=[O:22], predict the reactants needed to synthesize it. The reactants are: N(OCCC(C)C)=O.[Cl-:9].[Li+].N[C:12]1[C:13]([O:24][CH3:25])=[CH:14][C:15]([Cl:23])=[C:16]2[C:21]=1[C:20](=[O:22])[NH:19][CH2:18][CH2:17]2. (6) Given the product [Cl:1][C:2]1[CH:7]=[CH:6][CH:5]=[CH:4][C:3]=1[C:8]1[O:9][C:10]([CH:26]([CH3:28])[CH3:27])=[C:11]([CH2:13][CH2:14][I:29])[N:12]=1, predict the reactants needed to synthesize it. The reactants are: [Cl:1][C:2]1[CH:7]=[CH:6][CH:5]=[CH:4][C:3]=1[C:8]1[O:9][C:10]([CH:26]([CH3:28])[CH3:27])=[C:11]([CH2:13][CH2:14]OS(C2C=CC(C)=CC=2)(=O)=O)[N:12]=1.[I-:29].[Na+].O. (7) Given the product [Cl:1][C:2]1[N:7]=[C:6]([CH2:8][OH:9])[C:5]([CH3:10])=[C:4]([Cl:11])[N:3]=1, predict the reactants needed to synthesize it. The reactants are: [Cl:1][C:2]1[N:7]=[C:6]([CH:8]=[O:9])[C:5]([CH3:10])=[C:4]([Cl:11])[N:3]=1.C(O)C. (8) The reactants are: [C:1]([C:3]([C:6]1[CH:7]=[C:8]([CH:13]=[CH:14][CH:15]=1)[C:9]([O:11]C)=[O:10])([CH3:5])[CH3:4])#[N:2].[OH-].[Li+]. Given the product [C:1]([C:3]([C:6]1[CH:7]=[C:8]([CH:13]=[CH:14][CH:15]=1)[C:9]([OH:11])=[O:10])([CH3:5])[CH3:4])#[N:2], predict the reactants needed to synthesize it. (9) Given the product [F:26][C:21]([F:27])([C:22]([F:23])([F:25])[F:24])[CH2:20][CH:17]1[CH2:18][CH2:19][CH:14]([C:12]([OH:13])=[O:11])[CH2:15][CH2:16]1, predict the reactants needed to synthesize it. The reactants are: O[Li].O.C([O:11][C:12]([CH:14]1[CH2:19][CH2:18][CH:17]([CH2:20][C:21]([F:27])([F:26])[C:22]([F:25])([F:24])[F:23])[CH2:16][CH2:15]1)=[O:13])C1C=CC=CC=1.Cl.CC(C)([O-])C.[K+]. (10) The reactants are: [Br:1][C:2]1[CH:7]=[CH:6][C:5]([N:8]2[CH2:13][CH2:12][N:11]([CH3:14])[CH2:10][CH2:9]2)=[CH:4][C:3]=1[N+:15]([O-])=O. Given the product [Br:1][C:2]1[CH:7]=[CH:6][C:5]([N:8]2[CH2:9][CH2:10][N:11]([CH3:14])[CH2:12][CH2:13]2)=[CH:4][C:3]=1[NH2:15], predict the reactants needed to synthesize it.